Dataset: TCR-epitope binding with 47,182 pairs between 192 epitopes and 23,139 TCRs. Task: Binary Classification. Given a T-cell receptor sequence (or CDR3 region) and an epitope sequence, predict whether binding occurs between them. (1) The epitope is EIYKRWII. The TCR CDR3 sequence is CASSFLPKNEQFF. Result: 1 (the TCR binds to the epitope). (2) The epitope is HTTDPSFLGRY. The TCR CDR3 sequence is CASTPGQGLQPQHF. Result: 1 (the TCR binds to the epitope).